From a dataset of Forward reaction prediction with 1.9M reactions from USPTO patents (1976-2016). Predict the product of the given reaction. (1) Given the reactants Cl.[CH3:2][C:3]1[CH:8]=[CH:7][CH:6]=[CH:5][C:4]=1[CH2:9][C:10]([CH:12]1[CH2:17][CH2:16][NH:15][CH2:14][CH2:13]1)=[O:11].[C:18]([O:22][C:23]1[C:32]([CH:33]=O)=[N:31][C:30]2[C:25](=[CH:26][CH:27]=[CH:28][CH:29]=2)[N:24]=1)([CH3:21])([CH3:20])[CH3:19].C(O[BH-](OC(=O)C)OC(=O)C)(=O)C.[Na+].C(=O)(O)[O-].[Na+], predict the reaction product. The product is: [C:18]([O:22][C:23]1[C:32]([CH2:33][N:15]2[CH2:14][CH2:13][CH:12]([C:10](=[O:11])[CH2:9][C:4]3[CH:5]=[CH:6][CH:7]=[CH:8][C:3]=3[CH3:2])[CH2:17][CH2:16]2)=[N:31][C:30]2[C:25]([N:24]=1)=[CH:26][CH:27]=[CH:28][CH:29]=2)([CH3:21])([CH3:20])[CH3:19]. (2) Given the reactants O.ON1[C:7]2[CH:8]=[CH:9][CH:10]=[CH:11][C:6]=2N=N1.Cl.[CH3:13]N(C)CCCN=C=NCC.[CH2:24]([OH:31])[C:25]1[CH:30]=[CH:29][CH:28]=[CH:27][CH:26]=1.O.[NH:33]1[C:37]([C:38]([OH:40])=O)=[CH:36][C:35]([C:41]([OH:43])=[O:42])=[N:34]1, predict the reaction product. The product is: [NH:33]1[C:37]([C:38]([O:31][CH2:24][C:25]2[CH:30]=[CH:29][CH:28]=[CH:27][CH:26]=2)=[O:40])=[CH:36][C:35]([C:41]([O:43][CH2:13][C:6]2[CH:7]=[CH:8][CH:9]=[CH:10][CH:11]=2)=[O:42])=[N:34]1. (3) Given the reactants [Cl:1][C:2]1[CH:7]=[CH:6][C:5]([N+:8]([O-:10])=[O:9])=[CH:4][C:3]=1[CH:11](O)[CH2:12][CH2:13][C:14]([O:16][CH3:17])=[O:15].C1(P(C2C=CC=CC=2)C2C=CC=CC=2)C=CC=CC=1.C1(P([N:52]=[N+:53]=[N-:54])(C2C=CC=CC=2)=O)C=CC=CC=1.N(C(OCC)=O)=NC(OCC)=O, predict the reaction product. The product is: [N:52]([CH:11]([C:3]1[CH:4]=[C:5]([N+:8]([O-:10])=[O:9])[CH:6]=[CH:7][C:2]=1[Cl:1])[CH2:12][CH2:13][C:14]([O:16][CH3:17])=[O:15])=[N+:53]=[N-:54]. (4) Given the reactants [CH:1]1([N:7]2[CH2:11][C@@H:10]([C:12]3[CH:17]=[CH:16][CH:15]=[CH:14][CH:13]=3)[N:9]([CH:18]3[CH2:23][CH2:22][N:21]([CH2:24][C:25]4[CH:33]=[CH:32][C:28]([C:29](O)=[O:30])=[CH:27][CH:26]=4)[CH2:20][CH2:19]3)[C:8]2=[O:34])[CH2:6][CH2:5][CH2:4][CH2:3][CH2:2]1.[CH2:35]([O:37][C:38]([C@@H:40]1[CH2:45][CH2:44][CH2:43][CH2:42][C@H:41]1[NH2:46])=[O:39])[CH3:36], predict the reaction product. The product is: [CH2:35]([O:37][C:38]([C@@H:40]1[CH2:45][CH2:44][CH2:43][CH2:42][C@H:41]1[NH:46][C:29](=[O:30])[C:28]1[CH:32]=[CH:33][C:25]([CH2:24][N:21]2[CH2:22][CH2:23][CH:18]([N:9]3[C@H:10]([C:12]4[CH:13]=[CH:14][CH:15]=[CH:16][CH:17]=4)[CH2:11][N:7]([CH:1]4[CH2:6][CH2:5][CH2:4][CH2:3][CH2:2]4)[C:8]3=[O:34])[CH2:19][CH2:20]2)=[CH:26][CH:27]=1)=[O:39])[CH3:36]. (5) Given the reactants [Cl:1][C:2]1[CH:7]=[CH:6][C:5]([C:8](=[O:10])[CH3:9])=[CH:4][CH:3]=1.C(O[CH:15](OC(C)C)[N:16]([CH3:18])[CH3:17])(C)C, predict the reaction product. The product is: [CH3:15][N:16]([CH3:18])/[CH:17]=[CH:9]/[C:8]([C:5]1[CH:6]=[CH:7][C:2]([Cl:1])=[CH:3][CH:4]=1)=[O:10].